This data is from Catalyst prediction with 721,799 reactions and 888 catalyst types from USPTO. The task is: Predict which catalyst facilitates the given reaction. (1) Reactant: [Cl:1][C:2]1[N:7]=[CH:6][C:5]([C:8]#[N:9])=[C:4](Cl)[N:3]=1.[NH2:11][C:12]1[CH:21]=[CH:20][CH:19]=[CH:18][C:13]=1[C:14]([NH:16][CH3:17])=[O:15].C(N(CC)C(C)C)(C)C. Product: [Cl:1][C:2]1[N:3]=[C:4]([NH:11][C:12]2[CH:21]=[CH:20][CH:19]=[CH:18][C:13]=2[C:14]([NH:16][CH3:17])=[O:15])[C:5]([C:8]#[N:9])=[CH:6][N:7]=1. The catalyst class is: 32. (2) Reactant: [C:1]([O:5][C:6]([N:8]1[CH2:13][CH:12]=[C:11]([C:14]2[CH:19]=[CH:18][C:17]([CH:20]([C:22]([O:24][CH3:25])=[O:23])[CH3:21])=[CH:16][CH:15]=2)[CH2:10][CH2:9]1)=[O:7])([CH3:4])([CH3:3])[CH3:2]. Product: [C:1]([O:5][C:6]([N:8]1[CH2:9][CH2:10][CH:11]([C:14]2[CH:15]=[CH:16][C:17]([CH:20]([C:22]([O:24][CH3:25])=[O:23])[CH3:21])=[CH:18][CH:19]=2)[CH2:12][CH2:13]1)=[O:7])([CH3:4])([CH3:2])[CH3:3]. The catalyst class is: 19. (3) Reactant: [F:1][C:2]1[CH:7]=[CH:6][CH:5]=[C:4]([F:8])[C:3]=1[N:9]1[C:14]2[N:15]=[C:16]([NH:30][CH2:31][CH2:32][N:33]([CH3:35])[CH3:34])[N:17]=[C:18]([C:19]3[CH:20]=[C:21]([CH:25]=[C:26]([F:29])[C:27]=3[CH3:28])[C:22]([OH:24])=O)[C:13]=2[CH2:12][NH:11][C:10]1=[O:36].CN.[CH2:39]([N:41](CC)CC)C.CN(C(ON1N=NC2C=CC=CC1=2)=[N+](C)C)C.F[P-](F)(F)(F)(F)F. Product: [F:1][C:2]1[CH:7]=[CH:6][CH:5]=[C:4]([F:8])[C:3]=1[N:9]1[C:14]2[N:15]=[C:16]([NH:30][CH2:31][CH2:32][N:33]([CH3:35])[CH3:34])[N:17]=[C:18]([C:19]3[CH:20]=[C:21]([CH:25]=[C:26]([F:29])[C:27]=3[CH3:28])[C:22]([NH:41][CH3:39])=[O:24])[C:13]=2[CH2:12][NH:11][C:10]1=[O:36]. The catalyst class is: 2. (4) Reactant: [CH:1]([C:3]1[O:4][C:5]2[CH:11]=[C:10]([C:12]([O:14][CH3:15])=[O:13])[CH:9]=[CH:8][C:6]=2[CH:7]=1)=[O:2].[CH3:16][Mg]Br. Product: [OH:2][CH:1]([C:3]1[O:4][C:5]2[CH:11]=[C:10]([C:12]([O:14][CH3:15])=[O:13])[CH:9]=[CH:8][C:6]=2[CH:7]=1)[CH3:16]. The catalyst class is: 1. (5) Reactant: [F:1][C:2]([F:25])([F:24])[C:3]1[CH:4]=[C:5]([S:9]([N:12]2[CH2:17][CH2:16][CH2:15][CH2:14][CH:13]2[CH2:18][C:19]([O:21]CC)=[O:20])(=[O:11])=[O:10])[CH:6]=[CH:7][CH:8]=1.[OH-].[Na+]. Product: [F:25][C:2]([F:1])([F:24])[C:3]1[CH:4]=[C:5]([S:9]([N:12]2[CH2:17][CH2:16][CH2:15][CH2:14][CH:13]2[CH2:18][C:19]([OH:21])=[O:20])(=[O:11])=[O:10])[CH:6]=[CH:7][CH:8]=1. The catalyst class is: 71.